This data is from Full USPTO retrosynthesis dataset with 1.9M reactions from patents (1976-2016). The task is: Predict the reactants needed to synthesize the given product. (1) Given the product [I:5][C:32]1[CH:31]=[C:30]([C:40]2[S:28][C:23]3[CH:24]=[CH:25][CH:26]=[CH:27][C:22]=3[N:21]=2)[CH:35]=[CH:34][C:33]=1[O:45][CH3:44], predict the reactants needed to synthesize it. The reactants are: S(Cl)(Cl)=O.[I:5]C1C=CC=CC=1C(O)=O.N1C=CC=CC=1.[NH2:21][C:22]1[CH:27]=[CH:26][CH:25]=[CH:24][C:23]=1[SH:28].O.[C:30]1([CH3:40])[CH:35]=[CH:34][C:33](S(O)(=O)=O)=[CH:32][CH:31]=1.CCO[C:44](C)=[O:45]. (2) Given the product [Br:29][C:21]1[CH:20]=[C:19]([CH:10]2[C:9]3[C:4](=[C:5]4[CH:34]=[CH:33][CH:32]=[CH:31][C:6]4=[CH:7][CH:8]=3)[O:3][C:2]([NH2:1])=[C:11]2[C:12]2[N:14]=[C:15]([CH2:16][Cl:17])[O:18][N:13]=2)[CH:24]=[C:23]([O:25][CH3:26])[C:22]=1[O:27][CH3:28], predict the reactants needed to synthesize it. The reactants are: [NH2:1][C:2]1[O:3][C:4]2[C:9]([C:10](O)([C:19]3[CH:24]=[C:23]([O:25][CH3:26])[C:22]([O:27][CH3:28])=[C:21]([Br:29])[CH:20]=3)[C:11]=1[C:12]([NH:14][C:15](=[O:18])[CH2:16][Cl:17])=[NH:13])=[CH:8][CH:7]=[C:6]1[CH:31]=[CH:32][CH:33]=[CH:34][C:5]=21. (3) Given the product [CH2:18]1[C:5]2[NH:6][C:7]3[C:12](=[CH:11][CH:10]=[CH:9][CH:8]=3)[C:4]=2[CH2:3][CH:2]([C:13]([OH:15])=[O:14])[NH:1]1, predict the reactants needed to synthesize it. The reactants are: [NH2:1][C@H:2]([C:13]([OH:15])=[O:14])[CH2:3][C:4]1[C:12]2[C:7](=[CH:8][CH:9]=[CH:10][CH:11]=2)[NH:6][CH:5]=1.[OH-].[Na+].[CH2:18]=O. (4) Given the product [OH:19][CH2:20][CH2:21][N:22]1[CH:31]=[C:30]([C:2]2[C:10]3[C:5](=[N:6][CH:7]=[CH:8][CH:9]=3)[NH:4][CH:3]=2)[C:29]2[C:24](=[CH:25][N:26]=[CH:27][CH:28]=2)[C:23]1=[O:33], predict the reactants needed to synthesize it. The reactants are: I[C:2]1[C:10]2[C:5](=[N:6][CH:7]=[CH:8][CH:9]=2)[N:4](C(OC(C)(C)C)=O)[C:3]=1C.[OH:19][CH2:20][CH2:21][N:22]1[CH:31]=[C:30](I)[C:29]2[C:24](=[CH:25][N:26]=[CH:27][CH:28]=2)[C:23]1=[O:33]. (5) Given the product [CH:1]1([C:4]2[C:5]([C:17]3[CH:22]=[CH:21][CH:20]=[CH:19][CH:18]=3)=[C:6]([O:16][C:26]3[CH:33]=[CH:32][C:29]([CH:30]=[O:31])=[CH:28][CH:27]=3)[C:7]3[C:12]([CH:13]=2)=[CH:11][C:10]([O:14][CH3:15])=[CH:9][CH:8]=3)[CH2:2][CH2:3]1, predict the reactants needed to synthesize it. The reactants are: [CH:1]1([C:4]2[C:5]([C:17]3[CH:22]=[CH:21][CH:20]=[CH:19][CH:18]=3)=[C:6]([OH:16])[C:7]3[C:12]([CH:13]=2)=[CH:11][C:10]([O:14][CH3:15])=[CH:9][CH:8]=3)[CH2:3][CH2:2]1.[H-].[Na+].F[C:26]1[CH:33]=[CH:32][C:29]([CH:30]=[O:31])=[CH:28][CH:27]=1.